This data is from Catalyst prediction with 721,799 reactions and 888 catalyst types from USPTO. The task is: Predict which catalyst facilitates the given reaction. Product: [Cl:20][C:17]1[CH:18]=[CH:19][C:14]([C:8]2([C:5]3[CH:4]=[CH:3][C:2]([Cl:1])=[CH:7][CH:6]=3)[CH2:12][CH2:11][N:10]([CH2:28][C:29]([O:31][CH2:32][CH3:33])=[O:30])[C:9]2=[O:13])=[CH:15][CH:16]=1. Reactant: [Cl:1][C:2]1[CH:7]=[CH:6][C:5]([C:8]2([C:14]3[CH:19]=[CH:18][C:17]([Cl:20])=[CH:16][CH:15]=3)[CH2:12][CH2:11][NH:10][C:9]2=[O:13])=[CH:4][CH:3]=1.CC(C)([O-])C.[K+].Br[CH2:28][C:29]([O:31][CH2:32][CH3:33])=[O:30]. The catalyst class is: 7.